Dataset: Reaction yield outcomes from USPTO patents with 853,638 reactions. Task: Predict the reaction yield, written as a fraction of the theoretical maximum amount of product (1.0 means a 100% yield; for example, 0.34 means a 34% yield). The reactants are [CH:1]12[NH:12][CH:9]([CH2:10][CH2:11]1)[CH2:8][C:7]1[CH:6]=[CH:5][C:4]([NH:13][C:14]3[N:19]=[C:18]([NH:20][C@@H:21]4[CH2:26][CH2:25][CH2:24][CH2:23][C@H:22]4[NH:27][S:28]([CH3:31])(=[O:30])=[O:29])[C:17]([Cl:32])=[CH:16][N:15]=3)=[CH:3][C:2]2=1.[CH:33]1([CH:36]=O)[CH2:35][CH2:34]1. No catalyst specified. The product is [CH:33]([N:12]1[CH:9]2[CH2:10][CH2:11][CH:1]1[C:2]1[CH:3]=[C:4]([NH:13][C:14]3[N:19]=[C:18]([NH:20][C@@H:21]4[CH2:26][CH2:25][CH2:24][CH2:23][C@H:22]4[NH:27][S:28]([CH3:31])(=[O:30])=[O:29])[C:17]([Cl:32])=[CH:16][N:15]=3)[CH:5]=[CH:6][C:7]=1[CH2:8]2)([CH2:34][CH3:35])[CH3:36]. The yield is 0.690.